From a dataset of Experimentally validated miRNA-target interactions with 360,000+ pairs, plus equal number of negative samples. Binary Classification. Given a miRNA mature sequence and a target amino acid sequence, predict their likelihood of interaction. (1) The miRNA is mmu-miR-466p-3p with sequence AUACAUACACGCACACAUAAGA. The protein sequence of the target gene is MASQQAPAKDLQTNNLEFTPSHSSGVQWVEDISNSPSAQLNFSPSNNGCWATQELQSLWKMFNSWLQPEKQTKEQMISQLVLEQFLLIGHCKDKYALTEKWKASGSDMRRFMESLTDECLKPPVMVHVSMQGQEALFSENMPLKEVIKLLKQQQSATRPTPDNEQMPVDTTQDRLLATGQENSENECNNSCNATEANVGESCSGNEMDSLLIIQKEQYPEHEEGNVVFQFPLDARRASQGNSSHHVDFRSAPTPADVPMEEQPKDLSRENISEDKNNCYNTSRNAATQVYRSDNIPRKKT.... Result: 1 (interaction). (2) The miRNA is hsa-miR-450a-1-3p with sequence AUUGGGAACAUUUUGCAUGUAU. The protein sequence of the target gene is MEPLGNWRSLRAPLPPMLLLLLLQVAGPVGALAETLLNAPRAMGTSSSPPSPASVVAPGTTLFEESRLPVFTLDYPHVQIPFEITLWILLASLAKIGFHLYHKLPTIVPESCLLIMVGLLLGGIIFGVDEKSPPAMKTDVFFLYLLPPIVLDAGYFMPTRPFFENIGTIFWYAVVGTLWNSIGIGVSLFGICQIEAFGLSDITLLQNLLFGSLISAVDPVAVLAVFENIHVNEQLYILVFGESLLNDAVTVVLYNLFKSFCQMKTIETIDVFAGIANFFVVGIGGVLIGIFLGFIAAFTT.... Result: 0 (no interaction). (3) The miRNA is hsa-miR-193b-3p with sequence AACUGGCCCUCAAAGUCCCGCU. The protein sequence of the target gene is MASCSFTRDQATRRLRGAAAAAAAALAAVVTTPLLSSGTPTALIGTGSSCPGAMWLSTATGSRSDSESEEEDLPVGEEVCKRGYLRKQKHGHRRYFVLKLETADAPARLEYYENARKFRHSVRAAAAAAAAAASGAAIPPLIPPRRVITLYQCFSVSQRADARYRHLIALFTQDEYFAMVAENESEQESWYLLLSRLILESKRRRCGTLGAQPDGEPAALAAAAAAEPPFYKDVWQVIVKPRGLGHRKELSGVFRLCLTDEEVVFVRLNTEVASVVVQLLSIRRCGHSEQYFFLEVGRST.... Result: 1 (interaction).